From a dataset of Peptide-MHC class I binding affinity with 185,985 pairs from IEDB/IMGT. Regression. Given a peptide amino acid sequence and an MHC pseudo amino acid sequence, predict their binding affinity value. This is MHC class I binding data. The MHC is H-2-Db with pseudo-sequence H-2-Db. The binding affinity (normalized) is 0. The peptide sequence is YTAKYPNL.